This data is from Catalyst prediction with 721,799 reactions and 888 catalyst types from USPTO. The task is: Predict which catalyst facilitates the given reaction. (1) Reactant: F[C:2]1[CH:7]=[C:6](F)[C:5]([F:9])=[CH:4][C:3]=1[S:10]([CH:13]1[CH2:17][CH2:16][O:15]C1=O)(=[O:12])=[O:11].[Si]([O:26][CH2:27][C@H:28]([CH3:46])[O:29][C:30]1[CH:31]=[C:32]([CH:42]=[C:43]([OH:45])[CH:44]=1)[C:33]([NH:35][C:36]1[CH:40]=[CH:39][N:38]([CH3:41])[N:37]=1)=[O:34])(C(C)(C)C)(C)C.C(=O)([O-])[O-].[Cs+].[Cs+]. Product: [F:9][C:5]1[C:6]([O:45][C:43]2[CH:42]=[C:32]([CH:31]=[C:30]([O:29][C@@H:28]([CH3:46])[CH2:27][OH:26])[CH:44]=2)[C:33]([NH:35][C:36]2[CH:40]=[CH:39][N:38]([CH3:41])[N:37]=2)=[O:34])=[CH:7][C:2]2[O:15][CH2:16][CH2:17][CH2:13][S:10](=[O:11])(=[O:12])[C:3]=2[CH:4]=1. The catalyst class is: 10. (2) Reactant: [F:1][C:2]1[CH:7]=[CH:6][CH:5]=[C:4]([F:8])[C:3]=1[N:9]1[C:14]2[N:15]=[C:16](S(C)(=O)=O)[N:17]=[C:18]([C:19]3[CH:20]=[C:21]([CH:28]=[CH:29][C:30]=3[CH3:31])[C:22]([NH:24][CH2:25][CH2:26][CH3:27])=[O:23])[C:13]=2[CH:12]=[CH:11][C:10]1=[O:36].[NH2:37][CH2:38][CH2:39][N:40]([CH3:48])[C:41](=[O:47])[O:42][C:43]([CH3:46])([CH3:45])[CH3:44]. Product: [F:1][C:2]1[CH:7]=[CH:6][CH:5]=[C:4]([F:8])[C:3]=1[N:9]1[C:14]2[N:15]=[C:16]([NH:37][CH2:38][CH2:39][N:40]([CH3:48])[C:41](=[O:47])[O:42][C:43]([CH3:44])([CH3:45])[CH3:46])[N:17]=[C:18]([C:19]3[CH:20]=[C:21]([C:22]([NH:24][CH2:25][CH2:26][CH3:27])=[O:23])[CH:28]=[CH:29][C:30]=3[CH3:31])[C:13]=2[CH:12]=[CH:11][C:10]1=[O:36]. The catalyst class is: 2.